This data is from Full USPTO retrosynthesis dataset with 1.9M reactions from patents (1976-2016). The task is: Predict the reactants needed to synthesize the given product. (1) Given the product [C@@H:1]12[CH2:7][C:6](=[CH:8][C:9]([O:11][CH2:19][CH3:20])=[O:10])[C@@H:5]1[CH2:4][CH2:3][CH2:2]2, predict the reactants needed to synthesize it. The reactants are: [C@@H:1]12[CH2:7][C:6](=[CH:8][C:9]([OH:11])=[O:10])[C@@H:5]1[CH2:4][CH2:3][CH2:2]2.S(=O)(=O)(O)O.[OH-].[Na+].[CH3:19][CH2:20]CCCCC. (2) Given the product [CH3:3][C:2]([CH3:4])([CH2:19][CH2:20][C:21]1[CH:26]=[CH:25][CH:24]=[CH:23][CH:22]=1)[C:1]([OH:6])=[O:5], predict the reactants needed to synthesize it. The reactants are: [C:1]([OH:6])(=[O:5])[CH:2]([CH3:4])[CH3:3].C([Li])CCC.CCCCCC.Br[CH2:19][CH2:20][C:21]1[CH:26]=[CH:25][CH:24]=[CH:23][CH:22]=1.